This data is from Full USPTO retrosynthesis dataset with 1.9M reactions from patents (1976-2016). The task is: Predict the reactants needed to synthesize the given product. (1) Given the product [CH3:1][O:2][C:3]1[CH:8]=[CH:7][CH:6]=[CH:5][C:4]=1[C:9]1[CH:10]=[CH:11][C:12]([CH2:15][Br:23])=[CH:13][CH:14]=1, predict the reactants needed to synthesize it. The reactants are: [CH3:1][O:2][C:3]1[CH:8]=[CH:7][CH:6]=[CH:5][C:4]=1[C:9]1[CH:14]=[CH:13][C:12]([CH3:15])=[CH:11][CH:10]=1.C1C(=O)N([Br:23])C(=O)C1.CC(N=NC(C#N)(C)C)(C#N)C. (2) The reactants are: Cl[C:2]1[C:7]([N+:8]([O-:10])=[O:9])=[C:6]([Cl:11])[N:5]=[CH:4][N:3]=1.[CH3:12][O:13][C:14]1[CH:19]=[CH:18][C:17]([NH2:20])=[CH:16][CH:15]=1.C(N(CC)CC)C. Given the product [Cl:11][C:6]1[N:5]=[CH:4][N:3]=[C:2]([NH:20][C:17]2[CH:18]=[CH:19][C:14]([O:13][CH3:12])=[CH:15][CH:16]=2)[C:7]=1[N+:8]([O-:10])=[O:9], predict the reactants needed to synthesize it. (3) Given the product [F:21][C:22]1[CH:30]=[C:29]2[C:25]([C:26]([C:40]3[CH:41]=[CH:42][C:43]4[C:47]([CH:48]=3)=[N:46][N:45]([CH2:49][CH2:50][C:51]([NH2:53])=[O:52])[CH:44]=4)=[CH:27][NH:28]2)=[CH:24][CH:23]=1, predict the reactants needed to synthesize it. The reactants are: FC1C=C2C(C(I)=CN2S(C2C=CC=CC=2)(=O)=O)=CC=1.[F:21][C:22]1[CH:30]=[C:29]2[C:25]([C:26]([C:40]3[CH:41]=[CH:42][C:43]4[C:47]([CH:48]=3)=[N:46][N:45]([CH2:49][CH2:50][C:51]([NH2:53])=[O:52])[CH:44]=4)=[CH:27][N:28]2S(C2C=CC=CC=2)(=O)=O)=[CH:24][CH:23]=1. (4) Given the product [CH:30]1([CH2:29][N:18]2[C:19]3[C:24](=[CH:23][CH:22]=[C:21]([C:25]([F:27])([F:28])[F:26])[CH:20]=3)[C:16]([C:14]([NH:13][C:11]3[S:12][C:8]([S:7][CH2:6][CH2:5][C:4]([OH:33])=[O:3])=[CH:9][N:10]=3)=[O:15])=[CH:17]2)[CH2:31][CH2:32]1, predict the reactants needed to synthesize it. The reactants are: C([O:3][C:4](=[O:33])[CH2:5][CH2:6][S:7][C:8]1[S:12][C:11]([NH:13][C:14]([C:16]2[C:24]3[C:19](=[CH:20][C:21]([C:25]([F:28])([F:27])[F:26])=[CH:22][CH:23]=3)[N:18]([CH2:29][CH:30]3[CH2:32][CH2:31]3)[CH:17]=2)=[O:15])=[N:10][CH:9]=1)C.C1(CN2C3C(=CC=C(F)C=3)C(C(NC3SC=C(SCC(O)=O)N=3)=O)=C2)CC1. (5) Given the product [N+:23]([C:13]1[C:14]2[C:18]3[CH:19]=[CH:20][CH:21]=[CH:22][C:17]=3[S:16][C:15]=2[C:10]([OH:9])=[CH:11][CH:12]=1)([O-:25])=[O:24], predict the reactants needed to synthesize it. The reactants are: Cl.N1C=CC=CC=1.C[O:9][C:10]1[C:15]2[S:16][C:17]3[CH:22]=[CH:21][CH:20]=[CH:19][C:18]=3[C:14]=2[C:13]([N+:23]([O-:25])=[O:24])=[CH:12][CH:11]=1. (6) Given the product [Br:1][C:2]1[C:3]([O:11][CH3:12])=[C:4]([NH2:8])[CH:5]=[CH:6][CH:7]=1, predict the reactants needed to synthesize it. The reactants are: [Br:1][C:2]1[CH:7]=[CH:6][CH:5]=[C:4]([N+:8]([O-])=O)[C:3]=1[O:11][CH3:12]. (7) The reactants are: [Br:1][C:2]1[CH:7]=[CH:6][C:5](Br)=[CH:4][C:3]=1[C:9]([F:12])([F:11])[F:10].[Br-].[CH3:14][C:15]1[CH:16]=[CH:17][C:18]([Zn+])=[N:19][CH:20]=1. Given the product [Br:1][C:2]1[CH:7]=[CH:6][C:5]([C:18]2[CH:17]=[CH:16][C:15]([CH3:14])=[CH:20][N:19]=2)=[CH:4][C:3]=1[C:9]([F:12])([F:11])[F:10], predict the reactants needed to synthesize it. (8) Given the product [CH2:1]([N:4]1[CH2:5][CH:6]([C:8]2[CH:9]=[CH:10][C:11]([NH:14][S:25]([C:22]3[CH:21]=[CH:20][C:19]([CH2:18][CH2:17][C:16]([F:15])([F:29])[F:30])=[CH:24][CH:23]=3)(=[O:27])=[O:26])=[CH:12][CH:13]=2)[CH2:7]1)[CH2:2][CH3:3], predict the reactants needed to synthesize it. The reactants are: [CH2:1]([N:4]1[CH2:7][CH:6]([C:8]2[CH:13]=[CH:12][C:11]([NH2:14])=[CH:10][CH:9]=2)[CH2:5]1)[CH2:2][CH3:3].[F:15][C:16]([F:30])([F:29])[CH2:17][CH2:18][C:19]1[CH:24]=[CH:23][C:22]([S:25](Cl)(=[O:27])=[O:26])=[CH:21][CH:20]=1. (9) Given the product [CH2:1]([O:3][CH2:4][CH:5]([NH2:20])[CH2:6][O:7][C:8]1[CH:13]=[CH:12][C:11]([F:14])=[CH:10][CH:9]=1)[CH3:2], predict the reactants needed to synthesize it. The reactants are: [CH2:1]([O:3][CH2:4][CH:5](CS([O-])(=O)=O)[CH2:6][O:7][C:8]1[CH:13]=[CH:12][C:11]([F:14])=[CH:10][CH:9]=1)[CH3:2].[N-:20]=[N+]=[N-].[Na+].C1(P(C2C=CC=CC=2)C2C=CC=CC=2)C=CC=CC=1. (10) Given the product [NH2:5][C:6]([CH3:16])([CH3:15])[CH2:7][C:8]1[CH:13]=[CH:12][C:11]([O:14][C:24]2[CH:32]=[CH:31][C:27]([C:28](=[O:29])[NH2:30])=[CH:26][N:25]=2)=[CH:10][CH:9]=1, predict the reactants needed to synthesize it. The reactants are: C(O)(=O)C.[NH2:5][C:6]([CH3:16])([CH3:15])[CH2:7][C:8]1[CH:13]=[CH:12][C:11]([OH:14])=[CH:10][CH:9]=1.C([O-])([O-])=O.[K+].[K+].Cl[C:24]1[CH:32]=[CH:31][C:27]([C:28]([NH2:30])=[O:29])=[CH:26][N:25]=1.CC(N(C)C)=O.